From a dataset of Catalyst prediction with 721,799 reactions and 888 catalyst types from USPTO. Predict which catalyst facilitates the given reaction. Product: [CH3:20][C:21]1[N:22]=[C:23]([CH3:41])[N:24]2[C:29]=1[C:28]([NH:6][C:5]1[CH:7]=[C:8]([O:12][CH3:13])[C:9]([O:10][CH3:11])=[C:3]([O:2][CH3:1])[CH:4]=1)=[N:27][C:26]([C:35]1[S:39][C:38]([CH3:40])=[N:37][CH:36]=1)=[N:25]2. The catalyst class is: 3. Reactant: [CH3:1][O:2][C:3]1[CH:4]=[C:5]([CH:7]=[C:8]([O:12][CH3:13])[C:9]=1[O:10][CH3:11])[NH2:6].C(=O)([O-])[O-].[K+].[K+].[CH3:20][C:21]1[N:22]=[C:23]([CH3:41])[N:24]2[C:29]=1[C:28](N1C=NC=N1)=[N:27][C:26]([C:35]1[S:39][C:38]([CH3:40])=[N:37][CH:36]=1)=[N:25]2.CO.